Dataset: hERG potassium channel inhibition data for cardiac toxicity prediction from Karim et al.. Task: Regression/Classification. Given a drug SMILES string, predict its toxicity properties. Task type varies by dataset: regression for continuous values (e.g., LD50, hERG inhibition percentage) or binary classification for toxic/non-toxic outcomes (e.g., AMES mutagenicity, cardiotoxicity, hepatotoxicity). Dataset: herg_karim. (1) The molecule is CC(C)S(=O)(=O)N[C@H]1CN(C)C[C@@H]1c1ccc(-c2ccc(F)nc2)cc1. The result is 1 (blocker). (2) The drug is CNS(=O)(=O)Nc1nccc(Cc2c(C)c3ccc(Oc4ncccn4)cc3oc2=O)c1F. The result is 0 (non-blocker). (3) The drug is COc1cc(Cl)cc(C(=O)Nc2ccc(Cl)cn2)c1NC(=O)c1ccc(C(=N)N2CCC(C(=O)O)CC2)cc1F. The result is 0 (non-blocker).